From a dataset of Full USPTO retrosynthesis dataset with 1.9M reactions from patents (1976-2016). Predict the reactants needed to synthesize the given product. Given the product [CH2:1]([C:3]1[S:7][C:6]([C:8]2[O:12][C:11]3[CH:13]=[CH:14][CH:15]=[C:16]([O:17][CH2:22][C@H:23]4[O:25][CH2:24]4)[C:10]=3[CH:9]=2)=[CH:5][CH:4]=1)[CH3:2], predict the reactants needed to synthesize it. The reactants are: [CH2:1]([C:3]1[S:7][C:6]([C:8]2[O:12][C:11]3[CH:13]=[CH:14][CH:15]=[C:16]([OH:17])[C:10]=3[CH:9]=2)=[CH:5][CH:4]=1)[CH3:2].S(C1C=CC([N+]([O-])=O)=CC=1)(O[CH2:22][C@H:23]1[O:25][CH2:24]1)(=O)=O.C(=O)([O-])[O-].[K+].[K+].